This data is from Peptide-MHC class II binding affinity with 134,281 pairs from IEDB. The task is: Regression. Given a peptide amino acid sequence and an MHC pseudo amino acid sequence, predict their binding affinity value. This is MHC class II binding data. (1) The peptide sequence is AEGGKATTEEQKLIE. The MHC is HLA-DQA10501-DQB10201 with pseudo-sequence HLA-DQA10501-DQB10201. The binding affinity (normalized) is 0.192. (2) The peptide sequence is QMRSMPFLRKTRWTF. The MHC is HLA-DQA10102-DQB10501 with pseudo-sequence HLA-DQA10102-DQB10501. The binding affinity (normalized) is 0.659. (3) The peptide sequence is YDKFLANVSTVLTGR. The MHC is DRB1_0404 with pseudo-sequence DRB1_0404. The binding affinity (normalized) is 0.749. (4) The peptide sequence is FIFGEARSLYLNTEL. The MHC is HLA-DPA10201-DPB11401 with pseudo-sequence HLA-DPA10201-DPB11401. The binding affinity (normalized) is 0.446. (5) The peptide sequence is CSCRDQSEAQLALTI. The MHC is HLA-DQA10303-DQB10402 with pseudo-sequence HLA-DQA10303-DQB10402. The binding affinity (normalized) is 0. (6) The peptide sequence is PLYKLVHVFINTQYA. The MHC is HLA-DQA10301-DQB10302 with pseudo-sequence HLA-DQA10301-DQB10302. The binding affinity (normalized) is 0.283. (7) The peptide sequence is KTQIDQVESTAGSLQ. The MHC is DRB1_0802 with pseudo-sequence DRB1_0802. The binding affinity (normalized) is 0.618.